This data is from Full USPTO retrosynthesis dataset with 1.9M reactions from patents (1976-2016). The task is: Predict the reactants needed to synthesize the given product. (1) Given the product [CH3:1][O:2][C:3]1[CH:4]=[C:5]2[C:10](=[CH:11][C:12]=1[O:13][CH3:14])[N:9]=[CH:8][N:7]=[C:6]2[O:15][C:16]1[CH:22]=[CH:21][C:19]([NH:20][C:29](=[O:35])[O:28][CH:26]2[CH2:41][CH2:42][CH2:37][CH2:38][CH2:39]2)=[C:18]([O:23][CH3:24])[CH:17]=1, predict the reactants needed to synthesize it. The reactants are: [CH3:1][O:2][C:3]1[CH:4]=[C:5]2[C:10](=[CH:11][C:12]=1[O:13][CH3:14])[N:9]=[CH:8][N:7]=[C:6]2[O:15][C:16]1[CH:22]=[CH:21][C:19]([NH2:20])=[C:18]([O:23][CH3:24])[CH:17]=1.Cl[C:26](Cl)([O:28][C:29](=[O:35])OC(Cl)(Cl)Cl)Cl.[CH:37]1(O)[CH2:42][CH2:41]C[CH2:39][CH2:38]1.C(=O)(O)[O-].[Na+]. (2) Given the product [F:1][C:2]([F:8])([F:7])[C:3]([CH3:5])([CH3:4])[O:6][C:12]1[CH:13]=[CH:14][C:15]([C:18]#[N:19])=[N:16][CH:17]=1, predict the reactants needed to synthesize it. The reactants are: [F:1][C:2]([F:8])([F:7])[C:3]([OH:6])([CH3:5])[CH3:4].[H-].[Na+].F[C:12]1[CH:13]=[CH:14][C:15]([C:18]#[N:19])=[N:16][CH:17]=1.C(=O)([O-])[O-].[Na+].[Na+]. (3) Given the product [O:43]=[C:27]1[C:28]([C:37]2[CH:38]=[CH:39][CH:40]=[CH:41][CH:42]=2)([C:31]2[CH:36]=[CH:35][CH:34]=[CH:33][CH:32]=2)[CH2:29][CH2:30][N:26]1[CH2:25][CH:24]=[O:23], predict the reactants needed to synthesize it. The reactants are: CC(OI1(OC(C)=O)(OC(C)=O)OC(=O)C2C=CC=CC1=2)=O.[OH:23][CH2:24][CH2:25][N:26]1[CH2:30][CH2:29][C:28]([C:37]2[CH:42]=[CH:41][CH:40]=[CH:39][CH:38]=2)([C:31]2[CH:36]=[CH:35][CH:34]=[CH:33][CH:32]=2)[C:27]1=[O:43].